This data is from Full USPTO retrosynthesis dataset with 1.9M reactions from patents (1976-2016). The task is: Predict the reactants needed to synthesize the given product. (1) Given the product [Cl:20][C:21]1[CH:35]=[CH:34][C:24]([CH2:25][O:26][C:27]2[CH:32]=[CH:31][N:30]([C:2]3[CH:3]=[CH:4][C:5]4[N:6]([C:8]([CH3:19])=[C:9]([CH:11]5[CH2:13][CH:12]5[C:14]([O:16][CH2:17][CH3:18])=[O:15])[N:10]=4)[CH:7]=3)[C:29](=[O:33])[CH:28]=2)=[CH:23][CH:22]=1, predict the reactants needed to synthesize it. The reactants are: I[C:2]1[CH:3]=[CH:4][C:5]2[N:6]([C:8]([CH3:19])=[C:9]([CH:11]3[CH2:13][CH:12]3[C:14]([O:16][CH2:17][CH3:18])=[O:15])[N:10]=2)[CH:7]=1.[Cl:20][C:21]1[CH:35]=[CH:34][C:24]([CH2:25][O:26][C:27]2[CH:32]=[CH:31][NH:30][C:29](=[O:33])[CH:28]=2)=[CH:23][CH:22]=1.C(=O)([O-])[O-].[K+].[K+].CN[C@@H]1CCCC[C@H]1NC. (2) Given the product [Cl:1][C:2]1[N:3]=[C:4]([C:9]([NH:11][C@H:12]2[CH2:17][CH2:16][N:15]([C:18]3[S:19][C:20]([C:26]([O:28][CH2:29][CH3:30])=[O:27])=[C:21]([C:23](=[O:25])[NH:37][CH2:36][CH2:35][O:34][CH3:33])[N:22]=3)[CH2:14][C@H:13]2[O:31][CH3:32])=[O:10])[NH:5][C:6]=1[CH2:7][CH3:8], predict the reactants needed to synthesize it. The reactants are: [Cl:1][C:2]1[N:3]=[C:4]([C:9]([NH:11][C@H:12]2[CH2:17][CH2:16][N:15]([C:18]3[S:19][C:20]([C:26]([O:28][CH2:29][CH3:30])=[O:27])=[C:21]([C:23]([OH:25])=O)[N:22]=3)[CH2:14][C@H:13]2[O:31][CH3:32])=[O:10])[NH:5][C:6]=1[CH2:7][CH3:8].[CH3:33][O:34][CH2:35][CH2:36][NH2:37].CCN=C=NCCCN(C)C.Cl.C1C=CC2N(O)N=NC=2C=1. (3) Given the product [F:1][C:2]1[CH:3]=[C:4]2[C:12](=[CH:13][CH:14]=1)[N:11]([CH2:21][CH2:22][CH2:23][CH2:24][CH2:25][CH2:26][C:27]([O:29][CH2:30][CH3:31])=[O:28])[C:10]1[CH2:9][C:8]([CH3:15])([CH3:16])[CH2:7][C:6](=[O:17])[C:5]2=1, predict the reactants needed to synthesize it. The reactants are: [F:1][C:2]1[CH:3]=[C:4]2[C:12](=[CH:13][CH:14]=1)[NH:11][C:10]1[CH2:9][C:8]([CH3:16])([CH3:15])[CH2:7][C:6](=[O:17])[C:5]2=1.[H-].[Na+].Br[CH2:21][CH2:22][CH2:23][CH2:24][CH2:25][CH2:26][C:27]([O:29][CH2:30][CH3:31])=[O:28]. (4) Given the product [CH3:15][O:16][C:17]1[CH:18]=[CH:19][CH:20]=[C:21]2[C:25]=1[CH:24]([NH:26][C:2]1[CH:11]=[CH:10][C:9]3[C:4](=[CH:5][CH:6]=[C:7]([N+:12]([O-:14])=[O:13])[CH:8]=3)[N:3]=1)[CH2:23][CH2:22]2, predict the reactants needed to synthesize it. The reactants are: Cl[C:2]1[CH:11]=[CH:10][C:9]2[C:4](=[CH:5][CH:6]=[C:7]([N+:12]([O-:14])=[O:13])[CH:8]=2)[N:3]=1.[CH3:15][O:16][C:17]1[CH:18]=[CH:19][CH:20]=[C:21]2[C:25]=1[CH:24]([NH2:26])[CH2:23][CH2:22]2.C(N(C(C)C)C(C)C)C. (5) The reactants are: [CH3:1][C:2]1[CH:6]=[C:5]([N:7]2[CH2:11][CH2:10][NH:9][C:8]2=[O:12])[S:4][C:3]=1[C:13]([O:15][CH2:16][CH3:17])=[O:14].[H-].[Na+].[F:20][C:21]([F:31])([F:30])[C:22]1[CH:29]=[CH:28][C:25]([CH2:26]Br)=[CH:24][CH:23]=1. Given the product [CH3:1][C:2]1[CH:6]=[C:5]([N:7]2[CH2:11][CH2:10][N:9]([CH2:26][C:25]3[CH:24]=[CH:23][C:22]([C:21]([F:20])([F:30])[F:31])=[CH:29][CH:28]=3)[C:8]2=[O:12])[S:4][C:3]=1[C:13]([O:15][CH2:16][CH3:17])=[O:14], predict the reactants needed to synthesize it. (6) Given the product [Cl:9][C:10]1[C:11]2[CH:18]=[CH:17][N:16]([CH3:7])[C:12]=2[N:13]=[CH:14][N:15]=1, predict the reactants needed to synthesize it. The reactants are: C(=O)([O-])[O-].[Cs+].[Cs+].[CH3:7]I.[Cl:9][C:10]1[C:11]2[CH:18]=[CH:17][NH:16][C:12]=2[N:13]=[CH:14][N:15]=1.O. (7) The reactants are: NC1(C2C=CC(C3C(=O)C4C(=CC=C(F)C=4)OC=3C3C=CC=CC=3)=CC=2)CCC1.C(OC(=O)[NH:36][C:37]1([C:41]2[CH:46]=[CH:45][C:44]([C:47]3[C:56](=[O:57])[C:55]4[C:50](=[C:51]([CH2:58][N:59]5[CH2:62][CH:61]([F:63])[CH2:60]5)[CH:52]=[CH:53][CH:54]=4)[O:49][C:48]=3[C:64]3[CH:69]=[CH:68][CH:67]=[CH:66][CH:65]=3)=[CH:43][CH:42]=2)[CH2:40][CH2:39][CH2:38]1)(C)(C)C.C(O)(C(F)(F)F)=O.CO. Given the product [NH2:36][C:37]1([C:41]2[CH:46]=[CH:45][C:44]([C:47]3[C:56](=[O:57])[C:55]4[C:50](=[C:51]([CH2:58][N:59]5[CH2:62][CH:61]([F:63])[CH2:60]5)[CH:52]=[CH:53][CH:54]=4)[O:49][C:48]=3[C:64]3[CH:69]=[CH:68][CH:67]=[CH:66][CH:65]=3)=[CH:43][CH:42]=2)[CH2:38][CH2:39][CH2:40]1, predict the reactants needed to synthesize it.